Dataset: Full USPTO retrosynthesis dataset with 1.9M reactions from patents (1976-2016). Task: Predict the reactants needed to synthesize the given product. (1) The reactants are: [CH3:1][CH:2]1[CH2:12][N:11]([C@@H:13]2[CH2:18][CH2:17][CH2:16][N:15]([C:19]([O:21][C:22]([CH3:25])([CH3:24])[CH3:23])=[O:20])[CH2:14]2)[C:10]2[C:26]3[C:3]1=[CH:4][N:5](COCC[Si](C)(C)C)[C:6]=3[N:7]=[CH:8][N:9]=2.C=C1CN([C@@H]2CCCN(C(OC(C)(C)C)=O)C2)C2C3C1=CNC=3N=CN=2. Given the product [CH3:1][CH:2]1[CH2:12][N:11]([C@@H:13]2[CH2:18][CH2:17][CH2:16][N:15]([C:19]([O:21][C:22]([CH3:25])([CH3:24])[CH3:23])=[O:20])[CH2:14]2)[C:10]2[C:26]3[C:3]1=[CH:4][NH:5][C:6]=3[N:7]=[CH:8][N:9]=2, predict the reactants needed to synthesize it. (2) Given the product [ClH:15].[O:1]1[CH:5]=[CH:4][C:3]([CH:6]([NH2:8])[CH3:7])=[N:2]1, predict the reactants needed to synthesize it. The reactants are: [O:1]1[CH:5]=[CH:4][C:3]([CH:6]([NH:8]S(C(C)(C)C)=O)[CH3:7])=[N:2]1.[ClH:15]. (3) The reactants are: Br[C:2]1[CH:9]=[CH:8][C:5]([CH:6]=[O:7])=[C:4]([N+:10]([O-:12])=[O:11])[CH:3]=1.[B:13]1([B:13]2[O:17][C:16]([CH3:19])([CH3:18])[C:15]([CH3:21])([CH3:20])[O:14]2)[O:17][C:16]([CH3:19])([CH3:18])[C:15]([CH3:21])([CH3:20])[O:14]1.C1(P(C2CCCCC2)C2CCCCC2)CCCCC1.CC([O-])=O.[K+]. Given the product [N+:10]([C:4]1[CH:3]=[C:2]([B:13]2[O:17][C:16]([CH3:19])([CH3:18])[C:15]([CH3:21])([CH3:20])[O:14]2)[CH:9]=[CH:8][C:5]=1[CH:6]=[O:7])([O-:12])=[O:11], predict the reactants needed to synthesize it. (4) Given the product [F:1][C:2]1[CH:7]=[CH:6][CH:5]=[C:4]([F:8])[C:3]=1[NH:9][C:10](=[O:15])[C:11](=[CH:18][N:19]([CH3:21])[CH3:20])[C:12](=[O:14])[CH3:13], predict the reactants needed to synthesize it. The reactants are: [F:1][C:2]1[CH:7]=[CH:6][CH:5]=[C:4]([F:8])[C:3]=1[NH:9][C:10](=[O:15])[CH2:11][C:12](=[O:14])[CH3:13].CO[CH:18](OC)[N:19]([CH3:21])[CH3:20]. (5) Given the product [C:16]([C:3]1[C:2]([C:22]2[CH:21]=[N:20][CH:25]=[CH:24][CH:23]=2)=[C:6]([NH2:7])[N:5]([CH3:15])[N:4]=1)([CH3:17])([CH3:18])[CH3:19], predict the reactants needed to synthesize it. The reactants are: Br[C:2]1[C:3]([C:16]([CH3:19])([CH3:18])[CH3:17])=[N:4][N:5]([CH3:15])[C:6]=1[NH:7]C(=O)OC(C)(C)C.[N:20]1[CH:25]=[CH:24][CH:23]=[C:22](B(O)O)[CH:21]=1.C([O-])([O-])=O.[Na+].[Na+]. (6) Given the product [Cl:22][C:20]1[CH:19]=[CH:18][C:16]2[N:17]=[C:13]([NH:12][C:10]3[N:9]([CH2:23][CH3:24])[C:8]4[CH:25]=[CH:26][C:5]([C:3]([OH:4])=[O:2])=[CH:6][C:7]=4[N:11]=3)[S:14][C:15]=2[CH:21]=1, predict the reactants needed to synthesize it. The reactants are: C[O:2][C:3]([C:5]1[CH:26]=[CH:25][C:8]2[N:9]([CH2:23][CH3:24])[C:10]([NH:12][C:13]3[S:14][C:15]4[CH:21]=[C:20]([Cl:22])[CH:19]=[CH:18][C:16]=4[N:17]=3)=[N:11][C:7]=2[CH:6]=1)=[O:4].[OH-].[Na+].CO. (7) Given the product [F:24][C:25]([F:38])([F:37])[S:26]([O:1][C:2]1[CH:11]=[CH:10][CH:9]=[C:8]2[C:3]=1[CH:4]=[CH:5][C:6]([C:12]1[CH:13]=[CH:14][CH:15]=[CH:16][CH:17]=1)=[N:7]2)(=[O:28])=[O:27], predict the reactants needed to synthesize it. The reactants are: [OH:1][C:2]1[CH:11]=[CH:10][CH:9]=[C:8]2[C:3]=1[CH:4]=[CH:5][C:6]([C:12]1[CH:17]=[CH:16][CH:15]=[CH:14][CH:13]=1)=[N:7]2.N1C=CC=CC=1.[F:24][C:25]([F:38])([F:37])[S:26](O[S:26]([C:25]([F:38])([F:37])[F:24])(=[O:28])=[O:27])(=[O:28])=[O:27].O. (8) Given the product [F:1][C:2]([F:20])([F:19])[O:3][C:4]1[CH:5]=[C:6]([N:10]2[CH:14]=[C:13]([CH2:15][C:16]([NH2:22])=[O:17])[N:12]=[CH:11]2)[CH:7]=[CH:8][CH:9]=1, predict the reactants needed to synthesize it. The reactants are: [F:1][C:2]([F:20])([F:19])[O:3][C:4]1[CH:5]=[C:6]([N:10]2[CH:14]=[C:13]([CH2:15][C:16](O)=[O:17])[N:12]=[CH:11]2)[CH:7]=[CH:8][CH:9]=1.C[N:22](C(ON1N=NC2C=CC=NC1=2)=[N+](C)C)C.F[P-](F)(F)(F)(F)F.[NH4+].[OH-]. (9) Given the product [Cl:1][C:2]1[CH:34]=[C:33]([Cl:35])[CH:32]=[CH:31][C:3]=1[CH2:4][N:5]1[C:9]([CH2:10][CH2:11][CH2:12][O:13][C:14]2[C:19]([O:20][CH3:21])=[CH:18][CH:17]=[CH:16][C:15]=2[CH2:22][C:23]([O:25][CH3:26])=[O:24])=[CH:8][C:7]([OH:27])=[N:6]1, predict the reactants needed to synthesize it. The reactants are: [Cl:1][C:2]1[CH:34]=[C:33]([Cl:35])[CH:32]=[CH:31][C:3]=1[CH2:4][N:5]1[C:9]([CH2:10][CH2:11][CH2:12][O:13][C:14]2[C:19]([O:20][CH3:21])=[CH:18][CH:17]=[CH:16][C:15]=2[CH2:22][C:23]([O:25][CH3:26])=[O:24])=[CH:8][C:7]([O:27]COC)=[N:6]1.